Dataset: Reaction yield outcomes from USPTO patents with 853,638 reactions. Task: Predict the reaction yield, written as a fraction of the theoretical maximum amount of product (1.0 means a 100% yield; for example, 0.34 means a 34% yield). (1) The reactants are [C:1]([O:5][C:6]([O:8][NH:9][C:10](=[O:16])[O:11][C:12]([CH3:15])([CH3:14])[CH3:13])=[O:7])([CH3:4])([CH3:3])[CH3:2].[H-].[Na+].Br[C:20]1([C:31]2[CH:36]=[CH:35][CH:34]=[CH:33][CH:32]=2)[C:24](=[O:25])[N:23]([CH3:26])[N:22]=[C:21]1[C:27]([CH3:30])([CH3:29])[CH3:28].C(OC([N-]OC(OC(C)(C)C)=O)=O)(C)(C)C.[Na+]. The catalyst is CN(C)C=O. The product is [C:12]([O:11][C:10]([N:9]([O:8][C:6]([O:5][C:1]([CH3:4])([CH3:3])[CH3:2])=[O:7])[C:20]1([C:31]2[CH:36]=[CH:35][CH:34]=[CH:33][CH:32]=2)[C:24](=[O:25])[N:23]([CH3:26])[N:22]=[C:21]1[C:27]([CH3:28])([CH3:29])[CH3:30])=[O:16])([CH3:15])([CH3:14])[CH3:13]. The yield is 0.180. (2) The reactants are C([N:3]1[CH2:8][CH2:7][O:6][CH2:5][CH:4]1[C:9](O)=O)=O.C(OC(=O)C)(=O)C.[C:19]([O:23][CH2:24][CH3:25])(=[O:22])[C:20]#[CH:21]. No catalyst specified. The product is [CH2:24]([O:23][C:19]([C:20]1[CH:9]=[CH:4][N:3]2[CH2:8][CH2:7][O:6][CH2:5][C:21]=12)=[O:22])[CH3:25]. The yield is 0.370. (3) The reactants are Br[CH2:2][C:3]1[S:7][CH:6]=[N:5][C:4]=1[CH2:8][CH3:9].[CH3:10][C:11]1[N:16]=[C:15]([SH:17])[N:14]=[C:13]([OH:18])[CH:12]=1.C(N(CC)CC)C. The catalyst is C(O)C. The product is [CH2:8]([C:4]1[N:5]=[CH:6][S:7][C:3]=1[CH2:2][S:17][C:15]1[N:14]=[C:13]([OH:18])[CH:12]=[C:11]([CH3:10])[N:16]=1)[CH3:9]. The yield is 0.100. (4) The reactants are Cl[C:2]1[C:11]([O:12][CH:13]([C:18]2[CH:19]=[N:20][CH:21]=[CH:22][CH:23]=2)[C:14]([F:17])([F:16])[F:15])=[N:10][C:9]2[C:4](=[CH:5][CH:6]=[CH:7][CH:8]=2)[N:3]=1.CS(C)=O.[C:28]([C:30]1[CH:35]=[CH:34][CH:33]=[CH:32][C:31]=1[S:36]([NH2:39])(=[O:38])=[O:37])#[N:29].C(=O)([O-])[O-].[K+].[K+]. The catalyst is C(O)(=O)C. The product is [C:28]([C:30]1[CH:35]=[CH:34][CH:33]=[CH:32][C:31]=1[S:36]([NH:39][C:2]1[C:11]([O:12][CH:13]([C:18]2[CH:19]=[N:20][CH:21]=[CH:22][CH:23]=2)[C:14]([F:17])([F:16])[F:15])=[N:10][C:9]2[C:4](=[CH:5][CH:6]=[CH:7][CH:8]=2)[N:3]=1)(=[O:38])=[O:37])#[N:29]. The yield is 0.700. (5) The reactants are CC(C[AlH]CC(C)C)C.[F:10][C:11]([F:34])([F:33])[C:12]1[N:13]2[CH:19]=[N:18][C:17]([NH:20][C:21]([C:23]3[CH:32]=[CH:31][C:26]([C:27](OC)=[O:28])=[CH:25][CH:24]=3)=[O:22])=[C:14]2[S:15][CH:16]=1.CO.[C@H](O)(C([O-])=O)[C@@H](O)C([O-])=O.[Na+].[K+]. The catalyst is C(Cl)Cl. The product is [OH:28][CH2:27][C:26]1[CH:31]=[CH:32][C:23]([C:21]([NH:20][C:17]2[N:18]=[CH:19][N:13]3[C:12]([C:11]([F:34])([F:33])[F:10])=[CH:16][S:15][C:14]=23)=[O:22])=[CH:24][CH:25]=1. The yield is 0.850.